This data is from Forward reaction prediction with 1.9M reactions from USPTO patents (1976-2016). The task is: Predict the product of the given reaction. (1) Given the reactants [N:1]1[CH:6]=[CH:5][CH:4]=[CH:3][C:2]=1[C:7]1[CH:8]=[N:9][NH:10][C:11]=1[NH2:12].[F:13][C:14]1[CH:19]=[C:18]([F:20])[CH:17]=[CH:16][C:15]=1[C:21](=O)[CH2:22][C:23](OCC)=[O:24].CC1C=CC(S(O)(=O)=O)=CC=1, predict the reaction product. The product is: [F:13][C:14]1[CH:19]=[C:18]([F:20])[CH:17]=[CH:16][C:15]=1[C:21]1[NH:12][C:11]2[N:10]([N:9]=[CH:8][C:7]=2[C:2]2[CH:3]=[CH:4][CH:5]=[CH:6][N:1]=2)[C:23](=[O:24])[CH:22]=1. (2) Given the reactants [C:1]1([S:7]([C:10]2[CH:11]=[C:12]([CH:16]=[CH:17][CH:18]=2)[C:13]([OH:15])=O)(=[O:9])=[O:8])[CH:6]=[CH:5][CH:4]=[CH:3][CH:2]=1.[CH:19]([C:22]1[CH:28]=[CH:27][C:25]([NH2:26])=[CH:24][CH:23]=1)([CH3:21])[CH3:20], predict the reaction product. The product is: [CH:19]([C:22]1[CH:28]=[CH:27][C:25]([NH:26][C:13](=[O:15])[C:12]2[CH:16]=[CH:17][CH:18]=[C:10]([S:7]([C:1]3[CH:2]=[CH:3][CH:4]=[CH:5][CH:6]=3)(=[O:8])=[O:9])[CH:11]=2)=[CH:24][CH:23]=1)([CH3:21])[CH3:20]. (3) Given the reactants CC(C)([O-])C.[K+].C(O[C:10]1[CH:24]=[CH:23][C:13]2[CH:14]3[CH2:20][CH2:19][CH:18](C=O)[CH2:17][CH:15]3[O:16][C:12]=2[C:11]=1F)C.O.Cl, predict the reaction product. The product is: [CH2:23]1[CH:13]2[CH:12]([O:16][C:15]3[CH:17]=[CH:18][CH:19]=[CH:20][C:14]=32)[CH2:11][CH2:10][CH2:24]1. (4) Given the reactants [CH2:1]([O:8][CH2:9][C:10]([OH:12])=O)[C:2]1[CH:7]=[CH:6][CH:5]=[CH:4][CH:3]=1.C(Cl)(=O)C([Cl:16])=O, predict the reaction product. The product is: [CH2:1]([O:8][CH2:9][C:10]([Cl:16])=[O:12])[C:2]1[CH:7]=[CH:6][CH:5]=[CH:4][CH:3]=1.